From a dataset of Full USPTO retrosynthesis dataset with 1.9M reactions from patents (1976-2016). Predict the reactants needed to synthesize the given product. (1) Given the product [Cl:31][C:28]1[CH:29]=[CH:30][C:25]([S:22]([C:11]2([C:14]3[CH:19]=[C:18]([F:20])[CH:17]=[CH:16][C:15]=3[F:21])[CH2:10][CH2:9][CH:8]([CH2:7][S:6][CH2:5][C:4]([OH:32])=[O:3])[CH2:13][CH2:12]2)(=[O:24])=[O:23])=[CH:26][CH:27]=1, predict the reactants needed to synthesize it. The reactants are: C([O:3][C:4](=[O:32])[CH2:5][S:6][CH2:7][CH:8]1[CH2:13][CH2:12][C:11]([S:22]([C:25]2[CH:30]=[CH:29][C:28]([Cl:31])=[CH:27][CH:26]=2)(=[O:24])=[O:23])([C:14]2[CH:19]=[C:18]([F:20])[CH:17]=[CH:16][C:15]=2[F:21])[CH2:10][CH2:9]1)C.[OH-].[Li+].Cl. (2) Given the product [Cl:3][C:4]1[CH:11]=[CH:10][C:7]([C:8]#[N:9])=[C:6]([N:12]([CH:13]([C:24]2[CH:25]=[CH:26][CH:27]=[CH:28][CH:29]=2)[CH2:14][CH2:15][OH:16])[CH3:32])[CH:5]=1, predict the reactants needed to synthesize it. The reactants are: [H-].[Na+].[Cl:3][C:4]1[CH:11]=[CH:10][C:7]([C:8]#[N:9])=[C:6]([NH:12][CH:13]([C:24]2[CH:29]=[CH:28][CH:27]=[CH:26][CH:25]=2)[CH2:14][CH2:15][O:16][Si](C(C)(C)C)(C)C)[CH:5]=1.CI.[C:32](O)(=O)C. (3) Given the product [ClH:1].[Cl:1][C:2]1[CH:3]=[CH:4][C:5]([CH2:6][C@@H:7]([NH:28][CH:29]2[CH2:34][CH2:33][CH:32]([N:35]3[CH2:39][CH2:38][O:37][C:36]3=[O:40])[CH2:31][CH2:30]2)[C:8]([N:10]2[CH2:15][CH2:14][C:13]([CH:22]3[CH2:23][CH2:24][CH2:25][CH2:26][CH2:27]3)([CH2:16][N:17]3[CH:21]=[N:20][CH:19]=[N:18]3)[CH2:12][CH2:11]2)=[O:9])=[CH:41][CH:42]=1, predict the reactants needed to synthesize it. The reactants are: [Cl:1][C:2]1[CH:42]=[CH:41][C:5]([CH2:6][C@@H:7]([NH:28][CH:29]2[CH2:34][CH2:33][CH:32]([N:35]3[CH2:39][CH2:38][O:37][C:36]3=[O:40])[CH2:31][CH2:30]2)[C:8]([N:10]2[CH2:15][CH2:14][C:13]([CH:22]3[CH2:27][CH2:26][CH2:25][CH2:24][CH2:23]3)([CH2:16][N:17]3[CH:21]=[N:20][CH:19]=[N:18]3)[CH2:12][CH2:11]2)=[O:9])=[CH:4][CH:3]=1.Cl. (4) Given the product [CH3:32][C:29]1[CH:28]=[C:27]([NH:26][C:18]2[CH:17]=[C:16]([Cl:15])[N:21]=[C:20]([S:8][C:7]3[CH:6]=[CH:5][C:4]([NH:9][C:10]([CH:12]4[CH2:13][CH2:14]4)=[O:11])=[CH:3][C:2]=3[F:1])[N:19]=2)[NH:31][N:30]=1, predict the reactants needed to synthesize it. The reactants are: [F:1][C:2]1[CH:3]=[C:4]([NH:9][C:10]([CH:12]2[CH2:14][CH2:13]2)=[O:11])[CH:5]=[CH:6][C:7]=1[SH:8].[Cl:15][C:16]1[N:21]=[C:20](S(C)(=O)=O)[N:19]=[C:18]([NH:26][C:27]2[NH:31][N:30]=[C:29]([CH3:32])[CH:28]=2)[CH:17]=1. (5) Given the product [CH2:52]1[C:53]2[C:58](=[CH:57][CH:56]=[CH:55][CH:54]=2)[CH2:59][CH2:60][N:51]1[CH2:50][CH:49]([OH:61])[CH2:48][NH:47][C:17]([C:16]1[CH:15]=[C:14]([N:11]2[CH2:10][CH2:9][N:8]([C:6]([O:5][C:1]([CH3:2])([CH3:3])[CH3:4])=[O:7])[CH2:13][CH2:12]2)[CH:22]=[CH:21][CH:20]=1)=[O:19], predict the reactants needed to synthesize it. The reactants are: [C:1]([O:5][C:6]([N:8]1[CH2:13][CH2:12][N:11]([C:14]2[CH:15]=[C:16]([CH:20]=[CH:21][CH:22]=2)[C:17]([OH:19])=O)[CH2:10][CH2:9]1)=[O:7])([CH3:4])([CH3:3])[CH3:2].CN(C(ON1N=NC2C=CC=NC1=2)=[N+](C)C)C.F[P-](F)(F)(F)(F)F.[NH2:47][CH2:48][CH:49]([OH:61])[CH2:50][N:51]1[CH2:60][CH2:59][C:58]2[C:53](=[CH:54][CH:55]=[CH:56][CH:57]=2)[CH2:52]1.CCN(C(C)C)C(C)C. (6) Given the product [Si:1]([O:8][CH2:9][CH2:10][NH:11][S:26]([CH2:25][C:19]1[CH:24]=[CH:23][CH:22]=[CH:21][CH:20]=1)(=[O:28])=[O:27])([C:4]([CH3:6])([CH3:7])[CH3:5])([CH3:3])[CH3:2], predict the reactants needed to synthesize it. The reactants are: [Si:1]([O:8][CH2:9][CH2:10][NH2:11])([C:4]([CH3:7])([CH3:6])[CH3:5])([CH3:3])[CH3:2].C(N(CC)CC)C.[C:19]1([CH2:25][S:26](Cl)(=[O:28])=[O:27])[CH:24]=[CH:23][CH:22]=[CH:21][CH:20]=1.CC(OC)(C)C. (7) Given the product [C:11]1([C:17]2[NH:6][C:5]3[CH:4]=[C:3]4[O:2][CH2:1][O:10][C:9]4=[CH:8][C:7]=3[C:19]=2[C:21]2[CH:22]=[CH:23][CH:24]=[CH:25][CH:26]=2)[CH:16]=[CH:15][CH:14]=[CH:13][CH:12]=1, predict the reactants needed to synthesize it. The reactants are: [CH2:1]1[O:10][C:9]2[CH:8]=[CH:7][C:5]([NH2:6])=[CH:4][C:3]=2[O:2]1.[C:11]1([C:17]([CH:19]([C:21]2[CH:26]=[CH:25][CH:24]=[CH:23][CH:22]=2)O)=O)[CH:16]=[CH:15][CH:14]=[CH:13][CH:12]=1.C1(C)C(C)=CC=CC=1. (8) Given the product [C:1]([CH:3]([CH2:8][C:9]([CH3:12])([CH3:11])[CH3:10])[C:4]([O:6][CH3:7])=[O:5])#[N:2], predict the reactants needed to synthesize it. The reactants are: [C:1]([C:3](=[CH:8][C:9]([CH3:12])([CH3:11])[CH3:10])[C:4]([O:6][CH3:7])=[O:5])#[N:2].